This data is from Reaction yield outcomes from USPTO patents with 853,638 reactions. The task is: Predict the reaction yield, written as a fraction of the theoretical maximum amount of product (1.0 means a 100% yield; for example, 0.34 means a 34% yield). (1) The yield is 0.730. The reactants are Br[C:2]1[CH:3]=[N:4][CH:5]=[N:6][CH:7]=1.[NH2:8][CH:9]1[CH2:14][CH2:13][N:12]([C:15]([O:17][C:18]([CH3:21])([CH3:20])[CH3:19])=[O:16])[CH2:11][CH2:10]1.C(O[Na])(C)(C)C. The product is [C:18]([O:17][C:15]([N:12]1[CH2:13][CH2:14][CH:9]([NH:8][C:2]2[CH:3]=[N:4][CH:5]=[N:6][CH:7]=2)[CH2:10][CH2:11]1)=[O:16])([CH3:21])([CH3:19])[CH3:20]. The catalyst is C1C=CC(/C=C/C(/C=C/C2C=CC=CC=2)=O)=CC=1.C1C=CC(/C=C/C(/C=C/C2C=CC=CC=2)=O)=CC=1.C1C=CC(/C=C/C(/C=C/C2C=CC=CC=2)=O)=CC=1.[Pd].[Pd].C1(C)C=CC=CC=1. (2) The reactants are Br[C:2]1[CH:3]=[C:4]2[C:11]3([N:15]=[C:14]([NH2:16])[C:13]([CH3:17])=[N:12]3)[CH2:10][CH2:9][O:8][C:5]2=[CH:6][CH:7]=1.O[C@H]1C[NH:22][C@H](C(O)=O)C1.C([O-])([O-])=O.[K+].[K+].N. The catalyst is CS(C)=O.O.[Cu]I. The product is [CH3:17][C:13]1[C:14]([NH2:16])=[N:15][C:11]2([C:4]3[C:5](=[CH:6][CH:7]=[C:2]([NH2:22])[CH:3]=3)[O:8][CH2:9][CH2:10]2)[N:12]=1. The yield is 0.650. (3) The reactants are [Cr](O[Cr]([O-])(=O)=O)([O-])(=O)=O.[NH+]1C=CC=CC=1.[NH+]1C=CC=CC=1.[Cl:22][C:23]1[S:27][C:26]([S:28]([NH:31][C@H:32]([CH2:38][OH:39])[CH:33]([CH2:36][CH3:37])[CH2:34][CH3:35])(=[O:30])=[O:29])=[CH:25][CH:24]=1. The catalyst is C(Cl)Cl. The product is [Cl:22][C:23]1[S:27][C:26]([S:28]([NH:31][C@H:32]([CH:38]=[O:39])[CH:33]([CH2:34][CH3:35])[CH2:36][CH3:37])(=[O:30])=[O:29])=[CH:25][CH:24]=1. The yield is 0.610.